The task is: Binary Classification. Given a T-cell receptor sequence (or CDR3 region) and an epitope sequence, predict whether binding occurs between them.. This data is from TCR-epitope binding with 47,182 pairs between 192 epitopes and 23,139 TCRs. (1) The epitope is VTIAEILLI. The TCR CDR3 sequence is CASSRGGYTGELFF. Result: 1 (the TCR binds to the epitope). (2) The epitope is NQKLIANQF. The TCR CDR3 sequence is CASSLTPVSSYNSPLHF. Result: 0 (the TCR does not bind to the epitope). (3) The epitope is ALSKGVHFV. The TCR CDR3 sequence is CAISESQGPQLDDTQYF. Result: 1 (the TCR binds to the epitope). (4) The epitope is EEHVQIHTI. The TCR CDR3 sequence is CATSDRENTEAFF. Result: 1 (the TCR binds to the epitope). (5) The epitope is KLGGALQAK. The TCR CDR3 sequence is CASSKRPAGYTF. Result: 0 (the TCR does not bind to the epitope).